From a dataset of Catalyst prediction with 721,799 reactions and 888 catalyst types from USPTO. Predict which catalyst facilitates the given reaction. (1) Reactant: [Cl:1][C:2]1[CH:3]=[C:4]([CH2:21]O)[CH:5]=[C:6]([Cl:20])[C:7]=1[O:8][C:9]1[CH:14]=[CH:13][C:12]([O:15]C)=[C:11]([CH:17]([CH3:19])[CH3:18])[CH:10]=1.B(Br)(Br)[Br:24]. Product: [Br:24][CH2:21][C:4]1[CH:3]=[C:2]([Cl:1])[C:7]([O:8][C:9]2[CH:14]=[CH:13][C:12]([OH:15])=[C:11]([CH:17]([CH3:19])[CH3:18])[CH:10]=2)=[C:6]([Cl:20])[CH:5]=1. The catalyst class is: 2. (2) Reactant: Cl.Cl.[Cl:3][C:4]1[CH:5]=[N:6][C:7]2[NH:8][C:9]3[CH:10]=[CH:11][CH:12]=[C:13]([CH:26]=3)[CH2:14][CH2:15][C:16]3[CH:24]=[C:20]([NH:21][C:22]=1[N:23]=2)[CH:19]=[CH:18][C:17]=3[NH2:25].C(N(CC)C(C)C)(C)C.[C:36](Cl)(Cl)=[O:37].C1(C)C=CC=CC=1.[NH2:47][CH2:48][CH2:49][NH:50][C:51]([O:53][C:54]([CH3:57])([CH3:56])[CH3:55])=[O:52]. Product: [Cl:3][C:4]1[CH:5]=[N:6][C:7]2[NH:8][C:9]3[CH:10]=[CH:11][CH:12]=[C:13]([CH:26]=3)[CH2:14][CH2:15][C:16]3[CH:24]=[C:20]([NH:21][C:22]=1[N:23]=2)[CH:19]=[CH:18][C:17]=3[NH:25][C:36]([NH:47][CH2:48][CH2:49][NH:50][C:51](=[O:52])[O:53][C:54]([CH3:57])([CH3:56])[CH3:55])=[O:37]. The catalyst class is: 2. (3) The catalyst class is: 20. Reactant: [C:1]([O:5][C:6]([NH:8][C@H:9]([C:22]([O:24]C)=[O:23])[CH:10]([CH3:21])[C:11]([O:13][CH2:14][C:15]1[CH:20]=[CH:19][CH:18]=[CH:17][CH:16]=1)=[O:12])=[O:7])([CH3:4])([CH3:3])[CH3:2].[OH-].[Li+]. Product: [CH2:14]([O:13][C:11](=[O:12])[CH:10]([CH3:21])[C@H:9]([NH:8][C:6]([O:5][C:1]([CH3:3])([CH3:2])[CH3:4])=[O:7])[C:22]([OH:24])=[O:23])[C:15]1[CH:20]=[CH:19][CH:18]=[CH:17][CH:16]=1. (4) Reactant: Br[CH2:2][C:3]([O:5][C:6]([CH3:9])([CH3:8])[CH3:7])=[O:4].[NH2:10][C:11]1[CH:20]=[CH:19][C:18]([C:21]([C:23]2[N:31]3[C:26]([C:27]([OH:32])=[CH:28][CH:29]=[CH:30]3)=[C:25]([O:33][CH3:34])[C:24]=2[CH3:35])=[O:22])=[CH:17][C:12]=1[C:13]([O:15][CH3:16])=[O:14].S([O-])(O)(=O)=O.[K+]. Product: [NH2:10][C:11]1[CH:20]=[CH:19][C:18]([C:21]([C:23]2[N:31]3[C:26]([C:27]([O:32][CH2:2][C:3]([O:5][C:6]([CH3:9])([CH3:8])[CH3:7])=[O:4])=[CH:28][CH:29]=[CH:30]3)=[C:25]([O:33][CH3:34])[C:24]=2[CH3:35])=[O:22])=[CH:17][C:12]=1[C:13]([O:15][CH3:16])=[O:14]. The catalyst class is: 7.